Dataset: Reaction yield outcomes from USPTO patents with 853,638 reactions. Task: Predict the reaction yield, written as a fraction of the theoretical maximum amount of product (1.0 means a 100% yield; for example, 0.34 means a 34% yield). (1) The reactants are C[O:2][C:3](=[O:20])[CH:4]([CH3:19])[CH2:5][NH:6][C:7]([O:9][CH2:10][C:11]1[CH:16]=[CH:15][C:14]([O:17][CH3:18])=[CH:13][CH:12]=1)=[O:8].[OH-].[Li+]. The catalyst is CO. The product is [CH3:18][O:17][C:14]1[CH:13]=[CH:12][C:11]([CH2:10][O:9][C:7]([NH:6][CH2:5][CH:4]([CH3:19])[C:3]([OH:20])=[O:2])=[O:8])=[CH:16][CH:15]=1. The yield is 0.970. (2) The reactants are [OH:1][CH2:2][C:3]1[CH:8]=[C:7]([C:9]([O:11][CH3:12])=[O:10])[CH:6]=[CH:5][N:4]=1. The catalyst is C(Cl)Cl.O=[Mn]=O. The product is [CH:2]([C:3]1[CH:8]=[C:7]([C:9]([O:11][CH3:12])=[O:10])[CH:6]=[CH:5][N:4]=1)=[O:1]. The yield is 0.720.